From a dataset of Full USPTO retrosynthesis dataset with 1.9M reactions from patents (1976-2016). Predict the reactants needed to synthesize the given product. (1) Given the product [Br:30][C:31]1[CH:32]=[C:33]([CH2:38][NH:39][C:24](=[O:26])[CH2:23][CH2:22][C:21]([NH:20][CH2:19][C:10]2[C:11]([NH:12][CH:13]3[CH2:14][CH2:15][O:16][CH2:17][CH2:18]3)=[C:6]3[CH:5]=[N:4][N:3]([CH2:1][CH3:2])[C:7]3=[N:8][C:9]=2[CH2:28][CH3:29])=[O:27])[CH:34]=[CH:35][C:36]=1[Cl:37], predict the reactants needed to synthesize it. The reactants are: [CH2:1]([N:3]1[C:7]2=[N:8][C:9]([CH2:28][CH3:29])=[C:10]([CH2:19][NH:20][C:21](=[O:27])[CH2:22][CH2:23][C:24]([OH:26])=O)[C:11]([NH:12][CH:13]3[CH2:18][CH2:17][O:16][CH2:15][CH2:14]3)=[C:6]2[CH:5]=[N:4]1)[CH3:2].[Br:30][C:31]1[CH:32]=[C:33]([CH2:38][NH2:39])[CH:34]=[CH:35][C:36]=1[Cl:37].CN(C(ON1N=NC2C=CC=NC1=2)=[N+](C)C)C.F[P-](F)(F)(F)(F)F.C(N(CC)CC)C. (2) Given the product [NH2:7][C:8]1[C:13]([C:14]([N:16]2[CH2:21][CH2:20][CH:19]([N:22]3[CH2:34][CH2:33][CH2:32][C:24]4([C:28](=[O:29])[O:27][C:26]([CH3:30])([CH3:31])[CH2:25]4)[CH2:23]3)[CH2:18][CH2:17]2)=[O:15])=[CH:12][C:11]([C:35]2[CH:36]=[CH:37][CH:38]=[CH:39][CH:40]=2)=[N:10][CH:9]=1, predict the reactants needed to synthesize it. The reactants are: C(OC(=O)[NH:7][C:8]1[CH:9]=[N:10][C:11]([C:35]2[CH:40]=[CH:39][CH:38]=[CH:37][CH:36]=2)=[CH:12][C:13]=1[C:14]([N:16]1[CH2:21][CH2:20][CH:19]([N:22]2[CH2:34][CH2:33][CH2:32][C:24]3([C:28](=[O:29])[O:27][C:26]([CH3:31])([CH3:30])[CH2:25]3)[CH2:23]2)[CH2:18][CH2:17]1)=[O:15])(C)(C)C.C(OC(C)C)(C)C. (3) Given the product [F:30][C:25]1[CH:26]=[CH:27][CH:28]=[CH:29][C:24]=1[C:22]1[N:2]=[C:1]([N:4]2[CH2:5][CH2:6][N:7]([C:10]([O:12][CH2:13][C:14]3[CH:19]=[CH:18][CH:17]=[CH:16][CH:15]=3)=[O:11])[CH2:8][CH2:9]2)[S:3][CH:21]=1, predict the reactants needed to synthesize it. The reactants are: [C:1]([N:4]1[CH2:9][CH2:8][N:7]([C:10]([O:12][CH2:13][C:14]2[CH:19]=[CH:18][CH:17]=[CH:16][CH:15]=2)=[O:11])[CH2:6][CH2:5]1)(=[S:3])[NH2:2].Br[CH2:21][C:22]([C:24]1[CH:29]=[CH:28][CH:27]=[CH:26][C:25]=1[F:30])=O.C(N(C(C)C)CC)(C)C.C1COCC1. (4) Given the product [CH3:14][O:15][C:16]1[CH:17]=[C:18]2[C:19]([CH2:20][CH:21]([CH3:25])[C:22]2=[O:24])=[CH:26][CH:27]=1, predict the reactants needed to synthesize it. The reactants are: COC1C=C2C(=CC=1)C(=O)C(C)C2.[CH3:14][O:15][C:16]1[CH:27]=[CH:26][C:19]([CH2:20][CH:21]([CH3:25])[C:22]([OH:24])=O)=[CH:18][CH:17]=1. (5) Given the product [Br:13][C:14]1[CH:15]=[CH:16][C:17]([CH2:20][NH:21][C:22]([NH:12][C:8]2[CH:7]=[CH:6][CH:5]=[C:4]3[C:9]=2[C:10]([CH3:11])=[C:2]([CH3:1])[NH:3]3)=[O:23])=[CH:18][CH:19]=1, predict the reactants needed to synthesize it. The reactants are: [CH3:1][C:2]1[NH:3][C:4]2[C:9]([C:10]=1[CH3:11])=[C:8]([NH2:12])[CH:7]=[CH:6][CH:5]=2.[Br:13][C:14]1[CH:19]=[CH:18][C:17]([CH2:20][N:21]=[C:22]=[O:23])=[CH:16][CH:15]=1.CCCCCC. (6) Given the product [N:24]12[CH2:23][C@@H:22]([NH:21][C:14]([C:10]3[CH:11]=[CH:12][CH:13]=[C:7]4[O:6][C:5]([N:4]([CH:1]([CH3:2])[CH3:3])[CH3:17])=[N:9][C:8]=34)=[O:16])[CH:27]([CH2:28][CH2:29]1)[CH2:26][CH2:25]2, predict the reactants needed to synthesize it. The reactants are: [CH:1]([N:4]([CH3:17])[C:5]1[O:6][C:7]2[C:8](=[C:10]([C:14]([O-:16])=O)[CH:11]=[CH:12][CH:13]=2)[N:9]=1)([CH3:3])[CH3:2].[Li+].Cl.Cl.[NH2:21][C@H:22]1[CH:27]2[CH2:28][CH2:29][N:24]([CH2:25][CH2:26]2)[CH2:23]1. (7) Given the product [ClH:37].[C:1]([N:4]1[C:13]2[C:8](=[CH:9][C:10]([C:14]3[N:15]=[CH:16][N:17]([CH2:19][CH2:20][NH2:21])[CH:18]=3)=[CH:11][CH:12]=2)[C@H:7]([NH:29][C:30](=[O:35])[O:31][CH:32]([CH3:33])[CH3:34])[CH2:6][C@@H:5]1[CH3:36])(=[O:3])[CH3:2], predict the reactants needed to synthesize it. The reactants are: [C:1]([N:4]1[C:13]2[C:8](=[CH:9][C:10]([C:14]3[N:15]=[CH:16][N:17]([CH2:19][CH2:20][NH:21]C(OC(C)(C)C)=O)[CH:18]=3)=[CH:11][CH:12]=2)[C@H:7]([NH:29][C:30](=[O:35])[O:31][CH:32]([CH3:34])[CH3:33])[CH2:6][C@@H:5]1[CH3:36])(=[O:3])[CH3:2].[ClH:37].CCOCC.